Dataset: Retrosynthesis with 50K atom-mapped reactions and 10 reaction types from USPTO. Task: Predict the reactants needed to synthesize the given product. Given the product COc1cc(OC)c(-c2cnccn2)cc1C=O, predict the reactants needed to synthesize it. The reactants are: COc1cc(OC)c(C2OCCO2)cc1-c1cnccn1.